Dataset: Forward reaction prediction with 1.9M reactions from USPTO patents (1976-2016). Task: Predict the product of the given reaction. (1) Given the reactants B(Br)(Br)Br.C[C:6]1[C:7]([O:20][C:21]2[CH:26]=[CH:25][C:24]([O:27]C)=[C:23]([CH:29]([CH3:31])[CH3:30])[CH:22]=2)=[C:8]2[C:12](=[CH:13][C:14]=1[CH3:15])[NH:11][C:10]([P:16]([OH:19])(=[O:18])[OH:17])=[CH:9]2.Cl[CH2:33]Cl, predict the reaction product. The product is: [CH3:33][C:7]1([O:20][C:21]2[CH:26]=[CH:25][C:24]([OH:27])=[C:23]([CH:29]([CH3:30])[CH3:31])[CH:22]=2)[CH:6]=[C:14]([CH3:15])[CH:13]=[C:12]2[C:8]1=[CH:9][C:10]([P:16]([OH:19])(=[O:18])[OH:17])=[N:11]2. (2) Given the reactants Cl.FC1C([O:9][C:10]([C:12]2[N:13]=[N:14][C:15]([CH2:31][CH2:32][CH2:33][CH3:34])=[C:16]([C:18]3[CH:23]=[CH:22][C:21]([O:24][CH:25]4[CH2:30][CH2:29][CH2:28][CH2:27][CH2:26]4)=[CH:20][CH:19]=3)[CH:17]=2)=O)=C(F)C(F)=C(F)C=1F.N1C=CC=CC=1.[C:45]([O:49][C:50]([N:52]1[CH2:57][CH2:56][O:55][CH:54]([CH2:58][NH2:59])[CH2:53]1)=[O:51])([CH3:48])([CH3:47])[CH3:46], predict the reaction product. The product is: [C:45]([O:49][C:50]([N:52]1[CH2:57][CH2:56][O:55][CH:54]([CH2:58][NH:59][C:10]([C:12]2[N:13]=[N:14][C:15]([CH2:31][CH2:32][CH2:33][CH3:34])=[C:16]([C:18]3[CH:23]=[CH:22][C:21]([O:24][CH:25]4[CH2:26][CH2:27][CH2:28][CH2:29][CH2:30]4)=[CH:20][CH:19]=3)[CH:17]=2)=[O:9])[CH2:53]1)=[O:51])([CH3:48])([CH3:47])[CH3:46]. (3) Given the reactants [CH2:1]([S:4]([N:7]1[CH2:12][CH2:11][CH:10]([CH:13]2[CH2:17][C:16]3[CH:18]=[C:19]([C:22]4[CH2:27][CH2:26][N:25](C(OC(C)(C)C)=O)[CH2:24][CH:23]=4)[CH:20]=[CH:21][C:15]=3[O:14]2)[CH2:9][CH2:8]1)(=[O:6])=[O:5])[CH2:2][CH3:3].C(O)(C(F)(F)F)=O.FC1C2OC(C3(O)CCN(C4N=CC(CCC)=CN=4)CC3)CC=2C=C(C2CCNCC=2)C=1, predict the reaction product. The product is: [CH2:1]([S:4]([N:7]1[CH2:12][CH2:11][CH:10]([CH:13]2[CH2:17][C:16]3[CH:18]=[C:19]([C:22]4[CH2:27][CH2:26][NH:25][CH2:24][CH:23]=4)[CH:20]=[CH:21][C:15]=3[O:14]2)[CH2:9][CH2:8]1)(=[O:6])=[O:5])[CH2:2][CH3:3]. (4) Given the reactants [OH:1][CH:2]1[O:21][C@H:20]([CH2:22][OH:23])[C@@H:7]([O:8][C@@H]2O[C@H](CO)[C@H](O)[C@H](O)[C@H]2O)[C@H:5]([OH:6])[C@H:3]1[OH:4].O=C[C@@H]([C@H]([C@H]([C@@H](CO)O)O)O)O, predict the reaction product. The product is: [O:1]=[CH:2][C@@H:3]([C@H:5]([C@@H:7]([C@@H:20]([CH2:22][OH:23])[OH:21])[OH:8])[OH:6])[OH:4].